This data is from Forward reaction prediction with 1.9M reactions from USPTO patents (1976-2016). The task is: Predict the product of the given reaction. (1) Given the reactants C[Si]([N-][Si](C)(C)C)(C)C.[Li+].[Si:11]([O:18][CH2:19][C:20]([CH3:58])([CH3:57])[CH2:21][N:22]1[C:28]2[CH:29]=[CH:30][C:31]([Cl:33])=[CH:32][C:27]=2[C@@H:26]([C:34]2[CH:39]=[CH:38][CH:37]=[C:36]([O:40][CH3:41])[C:35]=2[O:42][CH3:43])[O:25][C@H:24]([CH2:44][C:45]2[S:46][C:47]([CH2:50][C:51]([O:53][CH2:54][CH3:55])=[O:52])=[CH:48][N:49]=2)[C:23]1=[O:56])([C:14]([CH3:17])([CH3:16])[CH3:15])([CH3:13])[CH3:12].[CH:59](=[O:66])[C:60]1[CH:65]=[CH:64][CH:63]=[CH:62][CH:61]=1.[Cl-].[NH4+], predict the reaction product. The product is: [Si:11]([O:18][CH2:19][C:20]([CH3:57])([CH3:58])[CH2:21][N:22]1[C:28]2[CH:29]=[CH:30][C:31]([Cl:33])=[CH:32][C:27]=2[C@@H:26]([C:34]2[CH:39]=[CH:38][CH:37]=[C:36]([O:40][CH3:41])[C:35]=2[O:42][CH3:43])[O:25][C@H:24]([CH2:44][C:45]2[S:46][C:47]([CH:50]([CH:59]([OH:66])[C:60]3[CH:65]=[CH:64][CH:63]=[CH:62][CH:61]=3)[C:51]([O:53][CH2:54][CH3:55])=[O:52])=[CH:48][N:49]=2)[C:23]1=[O:56])([C:14]([CH3:15])([CH3:16])[CH3:17])([CH3:13])[CH3:12]. (2) Given the reactants Br[C:2]1[CH:11]=[C:10]2[C:5]([CH:6]=[C:7]([NH:12][C:13]([CH:15]3[CH2:17][CH2:16]3)=[O:14])[N:8]=[CH:9]2)=[CH:4][CH:3]=1.[Cl:18][C:19]1[CH:26]=[CH:25][C:22]([C:23]#[N:24])=[C:21](B2OCC(C)(C)CO2)[CH:20]=1.C(=O)([O-])[O-].[Cs+].[Cs+], predict the reaction product. The product is: [Cl:18][C:19]1[CH:20]=[CH:21][C:22]([C:23]#[N:24])=[C:25]([C:2]2[CH:11]=[C:10]3[C:5]([CH:6]=[C:7]([NH:12][C:13]([CH:15]4[CH2:17][CH2:16]4)=[O:14])[N:8]=[CH:9]3)=[CH:4][CH:3]=2)[CH:26]=1.